This data is from NCI-60 drug combinations with 297,098 pairs across 59 cell lines. The task is: Regression. Given two drug SMILES strings and cell line genomic features, predict the synergy score measuring deviation from expected non-interaction effect. Drug 1: CC1=C(C=C(C=C1)NC2=NC=CC(=N2)N(C)C3=CC4=NN(C(=C4C=C3)C)C)S(=O)(=O)N.Cl. Drug 2: C1=NNC2=C1C(=O)NC=N2. Cell line: MOLT-4. Synergy scores: CSS=12.7, Synergy_ZIP=-2.38, Synergy_Bliss=1.18, Synergy_Loewe=0.247, Synergy_HSA=0.674.